From a dataset of Forward reaction prediction with 1.9M reactions from USPTO patents (1976-2016). Predict the product of the given reaction. (1) Given the reactants [CH3:1][C:2]1[NH:6][NH:5][C:4](=[O:7])[C:3]=1[CH2:8][C:9]1[CH:14]=[CH:13][C:12]([C:15]2[CH:20]=[CH:19][CH:18]=[CH:17][N:16]=2)=[CH:11][CH:10]=1.[CH3:21][C:22]1[NH:26][N:25]=[C:24]([O:27][C@@H:28]2[O:36][C@H:35]([CH:37]([C:39](=[O:41])[CH3:40])[OH:38])[C@@:33]([C:42](=[O:44])[CH3:43])([OH:34])[C@:31]([C:45](=[O:47])[CH3:46])([OH:32])[C@@:29]2([C:48](=[O:50])[CH3:49])[OH:30])[C:23]=1[CH2:51][C:52]1[CH:57]=[CH:56][C:55]([C:58]2[CH:63]=[CH:62][CH:61]=[CH:60][N:59]=2)=[CH:54][CH:53]=1, predict the reaction product. The product is: [CH3:21][C:22]1[NH:26][N:25]=[C:24]([O:27][C@@H:28]2[O:36][C@H:35]([CH:37]([C:39](=[O:41])[CH3:40])[OH:38])[C@@:33]([C:42](=[O:44])[CH3:43])([OH:34])[C@:31]([C:45](=[O:47])[CH3:46])([OH:32])[C@@:29]2([C:48](=[O:50])[CH3:49])[OH:30])[C:23]=1[CH2:51][C:52]1[CH:57]=[CH:56][C:55]([C:58]2[CH:63]=[CH:62][CH:61]=[CH:60][N:59]=2)=[CH:54][CH:53]=1.[C@@H:28]1([O:7][C:4]2[C:3]([CH2:8][C:9]3[CH:14]=[CH:13][C:12]([C:15]4[CH:20]=[CH:19][CH:18]=[CH:17][N:16]=4)=[CH:11][CH:10]=3)=[C:2]([CH3:1])[NH:6][N:5]=2)[O:36][C@H:35]([CH2:37][OH:38])[C@@H:33]([OH:34])[C@H:31]([OH:32])[C@H:29]1[OH:30]. (2) Given the reactants Br[C:2]1[CH:3]=[N:4][C:5]2[N:6]([CH:8]=[C:9]([CH2:11][O:12][C:13]3[CH:18]=[CH:17][CH:16]=[C:15]([F:19])[CH:14]=3)[N:10]=2)[CH:7]=1.[F:20][C:21]1[C:26](B(O)O)=[CH:25][CH:24]=[CH:23][N:22]=1, predict the reaction product. The product is: [F:19][C:15]1[CH:14]=[C:13]([CH:18]=[CH:17][CH:16]=1)[O:12][CH2:11][C:9]1[N:10]=[C:5]2[N:4]=[CH:3][C:2]([C:26]3[C:21]([F:20])=[N:22][CH:23]=[CH:24][CH:25]=3)=[CH:7][N:6]2[CH:8]=1.